Dataset: Forward reaction prediction with 1.9M reactions from USPTO patents (1976-2016). Task: Predict the product of the given reaction. Given the reactants [N:1]1[C:8](Cl)=[N:7][C:5]([Cl:6])=[N:4][C:2]=1[Cl:3].[C:10]([O:14][CH2:15][CH3:16])(=[O:13])[CH2:11][OH:12].N1C(C)=CC=CC=1C, predict the reaction product. The product is: [Cl:3][C:2]1[N:4]=[C:5]([Cl:6])[N:7]=[C:8]([O:12][CH2:11][C:10]([O:14][CH2:15][CH3:16])=[O:13])[N:1]=1.